This data is from Forward reaction prediction with 1.9M reactions from USPTO patents (1976-2016). The task is: Predict the product of the given reaction. (1) The product is: [C:1]([O:5][C:6]([N:8]1[CH2:13][CH2:12][CH2:11][CH2:10][C@H:9]1[CH2:14][NH:15][C:17]1[CH:22]=[C:21]([C:23]#[N:24])[CH:20]=[CH:19][N:18]=1)=[O:7])([CH3:4])([CH3:3])[CH3:2]. Given the reactants [C:1]([O:5][C:6]([N:8]1[CH2:13][CH2:12][CH2:11][CH2:10][C@H:9]1[CH2:14][NH2:15])=[O:7])([CH3:4])([CH3:3])[CH3:2].Cl[C:17]1[CH:22]=[C:21]([C:23]#[N:24])[CH:20]=[CH:19][N:18]=1, predict the reaction product. (2) Given the reactants [Br:1][C:2]1[C:3]([O:9][CH2:10][C:11]#[CH:12])=[N:4][C:5](Cl)=[N:6][CH:7]=1.[NH2:13][C:14]1[CH:15]=[C:16]([CH:21]=[C:22]([NH2:24])[CH:23]=1)[C:17]([O:19][CH3:20])=[O:18].Cl, predict the reaction product. The product is: [CH3:20][O:19][C:17](=[O:18])[C:16]1[CH:21]=[C:22]([NH:24][C:5]2[N:4]=[C:3]([O:9][CH2:10][C:11]#[CH:12])[C:2]([Br:1])=[CH:7][N:6]=2)[CH:23]=[C:14]([NH2:13])[CH:15]=1. (3) Given the reactants [O:1]=[CH:2][C:3]1[CH:11]=[CH:10][CH:9]=[C:6]([O:7][CH3:8])[C:4]=1O.N1C=CC=CC=1.[S:18](O[S:18]([C:21]([F:24])([F:23])[F:22])(=[O:20])=[O:19])([C:21]([F:24])([F:23])[F:22])(=[O:20])=[O:19], predict the reaction product. The product is: [CH3:8][O:7][C:6]1[C:4]([S:18]([C:21]([F:24])([F:23])[F:22])(=[O:20])=[O:19])=[C:3]([CH:11]=[CH:10][CH:9]=1)[CH:2]=[O:1]. (4) Given the reactants Cl.[C:2]1(=[O:12])[C:6]2([CH2:11][CH2:10][CH2:9][NH:8][CH2:7]2)[CH2:5][CH2:4][NH:3]1.C(N(CC)CC)C.[F:20][C:21]([F:33])([F:32])[C:22]1[CH:23]=[C:24]([S:28](Cl)(=[O:30])=[O:29])[CH:25]=[CH:26][CH:27]=1, predict the reaction product. The product is: [F:33][C:21]([F:20])([F:32])[C:22]1[CH:23]=[C:24]([S:28]([N:8]2[CH2:9][CH2:10][CH2:11][C:6]3([C:2](=[O:12])[NH:3][CH2:4][CH2:5]3)[CH2:7]2)(=[O:29])=[O:30])[CH:25]=[CH:26][CH:27]=1. (5) Given the reactants [Cl:1][C:2]1[CH:7]=[CH:6][C:5]([O:8][CH3:9])=[CH:4][C:3]=1[C:10]1[CH:20]=[C:19]([CH3:21])[C:13]2[N:14]=[C:15]([NH2:18])[N:16]=[N:17][C:12]=2[CH:11]=1.[N:22]1([CH2:27][CH2:28][NH:29][C:30]([C:32]2[CH:37]=[CH:36][C:35](Br)=[CH:34][N:33]=2)=[O:31])[CH2:26][CH2:25][CH2:24][CH2:23]1.C(=O)([O-])[O-].[Cs+].[Cs+].C1(P(C2C=CC=CC=2)C2C3OC4C(=CC=CC=4P(C4C=CC=CC=4)C4C=CC=CC=4)C(C)(C)C=3C=CC=2)C=CC=CC=1, predict the reaction product. The product is: [N:22]1([CH2:27][CH2:28][NH:29][C:30]([C:32]2[CH:37]=[CH:36][C:35]([NH:18][C:15]3[N:16]=[N:17][C:12]4[CH:11]=[C:10]([C:3]5[CH:4]=[C:5]([O:8][CH3:9])[CH:6]=[CH:7][C:2]=5[Cl:1])[CH:20]=[C:19]([CH3:21])[C:13]=4[N:14]=3)=[CH:34][N:33]=2)=[O:31])[CH2:26][CH2:25][CH2:24][CH2:23]1. (6) Given the reactants [CH2:1]([O:3][C:4]([C:6]1[N:7]=[C:8]2[N:12]([C:13]=1[CH3:14])[CH:11](O)[CH2:10][S:9]2)=[O:5])[CH3:2].O=P(Cl)(Cl)Cl, predict the reaction product. The product is: [CH2:1]([O:3][C:4]([C:6]1[N:7]=[C:8]2[N:12]([C:13]=1[CH3:14])[CH:11]=[CH:10][S:9]2)=[O:5])[CH3:2]. (7) The product is: [C:13]([C:4]1[CH:3]=[C:2]([CH:7]=[CH:6][C:5]=1[N:8]1[CH2:12][CH2:11][CH2:10][CH2:9]1)[CH:25]=[O:26])([CH3:16])([CH3:15])[CH3:14]. Given the reactants Br[C:2]1[CH:7]=[CH:6][C:5]([N:8]2[CH2:12][CH2:11][CH2:10][CH2:9]2)=[C:4]([C:13]([CH3:16])([CH3:15])[CH3:14])[CH:3]=1.C([Li])CCC.CN([CH:25]=[O:26])C, predict the reaction product.